The task is: Predict the reaction yield, written as a fraction of the theoretical maximum amount of product (1.0 means a 100% yield; for example, 0.34 means a 34% yield).. This data is from Reaction yield outcomes from USPTO patents with 853,638 reactions. The reactants are [CH3:1][C@@:2]1([CH2:13][O:14][C:15]2[CH:20]=[CH:19][C:18]([N:21]3[CH2:26][CH2:25][CH:24]([N:27]([CH3:35])[C:28](OC(C)(C)C)=O)[CH2:23][CH2:22]3)=[CH:17][CH:16]=2)[O:6][C:5]2=[N:7][C:8]([N+:10]([O-:12])=[O:11])=[CH:9][N:4]2[CH2:3]1.[F:36][C:37]([F:42])([F:41])[C:38](O)=O. The catalyst is ClCCl. The product is [CH3:1][C@@:2]1([CH2:13][O:14][C:15]2[CH:20]=[CH:19][C:18]([N:21]3[CH2:22][CH2:23][CH:24]([N:27]([CH3:35])[CH2:28][C:19]4[CH:20]=[CH:15][CH:16]=[CH:17][C:38]=4[C:37]([F:42])([F:41])[F:36])[CH2:25][CH2:26]3)=[CH:17][CH:16]=2)[O:6][C:5]2=[N:7][C:8]([N+:10]([O-:12])=[O:11])=[CH:9][N:4]2[CH2:3]1. The yield is 0.524.